Predict the product of the given reaction. From a dataset of Forward reaction prediction with 1.9M reactions from USPTO patents (1976-2016). (1) Given the reactants N1C=CC=CC=1.[N:7]1[CH:12]=[CH:11][CH:10]=[C:9]([S:13](Cl)(=[O:15])=[O:14])[CH:8]=1.[CH3:17][CH:18]([NH2:20])[CH3:19], predict the reaction product. The product is: [CH:18]([NH:20][S:13]([C:9]1[CH:8]=[N:7][CH:12]=[CH:11][CH:10]=1)(=[O:15])=[O:14])([CH3:19])[CH3:17]. (2) Given the reactants [CH:1]1([C:7]2[C:15]3[C:10](=[CH:11][C:12]([C:16]([O:18][CH3:19])=[O:17])=[CH:13][CH:14]=3)[NH:9][C:8]=2[C:20]2[CH:25]=[CH:24][CH:23]=[CH:22][C:21]=2[OH:26])[CH2:6][CH2:5][CH2:4][CH2:3][CH2:2]1.[H-].[Na+].Cl[CH2:30][C:31]([CH2:33]Cl)=[CH2:32], predict the reaction product. The product is: [CH:1]1([C:7]2[C:15]3[CH:14]=[CH:13][C:12]([C:16]([O:18][CH3:19])=[O:17])=[CH:11][C:10]=3[N:9]3[C:8]=2[C:20]2[CH:25]=[CH:24][CH:23]=[CH:22][C:21]=2[O:26][CH2:33][C:31](=[CH2:30])[CH2:32]3)[CH2:6][CH2:5][CH2:4][CH2:3][CH2:2]1. (3) Given the reactants Cl[C:2]1[C:3]([C:16]2[CH:21]=[CH:20][CH:19]=[CH:18][CH:17]=2)=[N:4][C:5]2[C:10]([N:11]=1)=[CH:9][C:8]([C:12]([O:14][CH3:15])=[O:13])=[CH:7][CH:6]=2.[NH:22]1[CH2:26][CH2:25][CH2:24][C@@H:23]1[CH2:27][OH:28].C(=O)([O-])[O-].[K+].[K+], predict the reaction product. The product is: [OH:28][CH2:27][C@H:23]1[CH2:24][CH2:25][CH2:26][N:22]1[C:2]1[C:3]([C:16]2[CH:21]=[CH:20][CH:19]=[CH:18][CH:17]=2)=[N:4][C:5]2[C:10]([N:11]=1)=[CH:9][C:8]([C:12]([O:14][CH3:15])=[O:13])=[CH:7][CH:6]=2. (4) The product is: [ClH:52].[CH3:28][O:27][C:26]1[CH:25]=[C:24]2[C:19]([C:20]([O:35][C@H:36]3[CH2:40][NH:39][C@H:38]([C:48]([O:50][CH3:51])=[O:49])[CH2:37]3)=[CH:21][C:22]([C:29]3[CH:34]=[CH:33][CH:32]=[CH:31][CH:30]=3)=[N:23]2)=[CH:18][C:17]=1[CH:1]=[CH2:2]. Given the reactants [CH2:1](C([SnH3])=C(CCCC)CCCC)[CH2:2]CC.Br[C:17]1[CH:18]=[C:19]2[C:24](=[CH:25][C:26]=1[O:27][CH3:28])[N:23]=[C:22]([C:29]1[CH:34]=[CH:33][CH:32]=[CH:31][CH:30]=1)[CH:21]=[C:20]2[O:35][C@H:36]1[CH2:40][N:39](C(OC(C)(C)C)=O)[C@H:38]([C:48]([O:50][CH3:51])=[O:49])[CH2:37]1.[ClH:52], predict the reaction product. (5) Given the reactants [CH3:1][C:2]1([CH3:25])[C:6]([CH3:8])([CH3:7])[C:5]2[CH:9]=[CH:10][CH:11]=[C:12]([CH2:13][N:14]3[CH2:19][CH2:18][C:17]4([CH2:24][CH2:23][NH:22][CH2:21][CH2:20]4)[CH2:16][CH2:15]3)[C:4]=2[O:3]1.C([O:28][C:29](=[O:45])[CH:30]([C:36]1[CH:44]=[N:43][CH:42]=[CH:41][C:37]=1[C:38](O)=[O:39])C(OCC)=O)C, predict the reaction product. The product is: [CH3:1][C:2]1([CH3:25])[C:6]([CH3:7])([CH3:8])[C:5]2[CH:9]=[CH:10][CH:11]=[C:12]([CH2:13][N:14]3[CH2:19][CH2:18][C:17]4([CH2:20][CH2:21][N:22]([C:38]([C:37]5[CH:41]=[CH:42][N:43]=[CH:44][C:36]=5[CH2:30][C:29]([OH:45])=[O:28])=[O:39])[CH2:23][CH2:24]4)[CH2:16][CH2:15]3)[C:4]=2[O:3]1.